Dataset: Full USPTO retrosynthesis dataset with 1.9M reactions from patents (1976-2016). Task: Predict the reactants needed to synthesize the given product. (1) Given the product [C:10]([O:1][CH:7]1[C:6]([CH3:8])([CH3:9])[O:5][C:3](=[O:4])[CH2:2]1)(=[O:13])[CH:11]=[CH2:12], predict the reactants needed to synthesize it. The reactants are: [O:1]1[CH:7]2[CH:2]1[C:3]([O:5][C:6]2([CH3:9])[CH3:8])=[O:4].[C:10](Cl)(=[O:13])[CH:11]=[CH2:12]. (2) Given the product [F:32][C:11]1[CH:10]=[C:9]([O:8][C:6]2[CH:5]=[CH:4][N:3]=[C:2]([NH:1][C:35](=[O:36])[C:34]([F:33])([CH3:39])[CH3:38])[CH:7]=2)[C:14]([F:15])=[CH:13][C:12]=1[NH:16][C:17]([C:19]1([C:22]([NH:24][C:25]2[CH:26]=[CH:27][C:28]([F:31])=[CH:29][CH:30]=2)=[O:23])[CH2:21][CH2:20]1)=[O:18], predict the reactants needed to synthesize it. The reactants are: [NH2:1][C:2]1[CH:7]=[C:6]([O:8][C:9]2[C:14]([F:15])=[CH:13][C:12]([NH:16][C:17]([C:19]3([C:22]([NH:24][C:25]4[CH:30]=[CH:29][C:28]([F:31])=[CH:27][CH:26]=4)=[O:23])[CH2:21][CH2:20]3)=[O:18])=[C:11]([F:32])[CH:10]=2)[CH:5]=[CH:4][N:3]=1.[F:33][C:34]([CH3:39])([CH3:38])[C:35](O)=[O:36].CN(C(ON1N=NC2C=CC=NC1=2)=[N+](C)C)C.F[P-](F)(F)(F)(F)F.CCN(C(C)C)C(C)C. (3) Given the product [Cl:1][C:2]1[CH:7]=[CH:6][CH:5]=[CH:4][C:3]=1[N:8]1[C:13]([CH3:14])=[CH:12][C:11]([OH:15])=[C:10]([C:16]#[N:17])[C:9]1=[O:19], predict the reactants needed to synthesize it. The reactants are: [Cl:1][C:2]1[CH:7]=[CH:6][CH:5]=[CH:4][C:3]=1[N:8]1[C:13]([CH3:14])=[CH:12][C:11]([OH:15])=[C:10]([CH:16]=[N:17]O)[C:9]1=[O:19]. (4) Given the product [CH3:17][C:2]1[CH:3]=[CH:4][C:5]([N:11]2[N:15]=[CH:14][CH:13]=[N:12]2)=[C:6]([CH:10]=1)[C:7]([OH:9])=[O:8], predict the reactants needed to synthesize it. The reactants are: F[C:2]1[CH:3]=[CH:4][C:5]([N:11]2[N:15]=[CH:14][CH:13]=[N:12]2)=[C:6]([CH:10]=1)[C:7]([OH:9])=[O:8].I[C:17]1C=CC(C)=CC=1C(O)=O.FC1C=CC(I)=C(C=1)C(O)=O. (5) Given the product [Cl:32][C:16]1[CH:17]=[CH:18][C:19]2[CH2:20][CH2:21][N:22]([C:26](=[O:31])[C:27]([F:29])([F:28])[F:30])[CH2:23][CH2:24][C:25]=2[C:15]=1[NH:14][CH2:13][CH2:12][CH2:11][NH:10][C:8]([NH:7][C:1]1[CH:6]=[CH:5][CH:4]=[CH:3][CH:2]=1)=[O:9], predict the reactants needed to synthesize it. The reactants are: [C:1]1([N:7]=[C:8]=[O:9])[CH:6]=[CH:5][CH:4]=[CH:3][CH:2]=1.[NH2:10][CH2:11][CH2:12][CH2:13][NH:14][C:15]1[C:25]2[CH2:24][CH2:23][N:22]([C:26](=[O:31])[C:27]([F:30])([F:29])[F:28])[CH2:21][CH2:20][C:19]=2[CH:18]=[CH:17][C:16]=1[Cl:32]. (6) Given the product [Cl:6][C:7]1[CH:12]=[CH:11][C:10]([C@:13]2([CH3:28])[C@H:17]([C:18]3[CH:23]=[CH:22][C:21]([Cl:24])=[C:20]([F:25])[CH:19]=3)[NH:16][S:15](=[O:26])(=[O:27])[NH:14]2)=[CH:9][N:8]=1, predict the reactants needed to synthesize it. The reactants are: [BH4-].[Na+].C(O)C.[Cl:6][C:7]1[CH:12]=[CH:11][C:10]([C:13]2([CH3:28])[C:17]([C:18]3[CH:23]=[CH:22][C:21]([Cl:24])=[C:20]([F:25])[CH:19]=3)=[N:16][S:15](=[O:27])(=[O:26])[NH:14]2)=[CH:9][N:8]=1. (7) Given the product [Cl:28][C:15]1[CH:14]=[N:13][C:12]2[C:11]([C:20]([O:22][CH3:23])=[O:21])=[C:10]([O:24][CH3:25])[C:9]([C:4]3[CH:5]=[CH:6][C:7]([F:8])=[C:2]([F:1])[CH:3]=3)=[CH:18][C:17]=2[N:16]=1, predict the reactants needed to synthesize it. The reactants are: [F:1][C:2]1[CH:3]=[C:4]([C:9]2[C:10]([O:24][CH3:25])=[C:11]([C:20]([O:22][CH3:23])=[O:21])[C:12]3[N:13]=[CH:14][C:15](=O)[NH:16][C:17]=3[CH:18]=2)[CH:5]=[CH:6][C:7]=1[F:8].P(Cl)(Cl)([Cl:28])=O.